Dataset: Reaction yield outcomes from USPTO patents with 853,638 reactions. Task: Predict the reaction yield, written as a fraction of the theoretical maximum amount of product (1.0 means a 100% yield; for example, 0.34 means a 34% yield). (1) The reactants are Br[C:2]1[CH:7]=[CH:6][CH:5]=[CH:4][N:3]=1.[CH2:8]([C:12]1[O:13][C:14]2[C:20]([Cl:21])=[CH:19][CH:18]=[CH:17][C:15]=2[N:16]=1)[CH2:9][C:10]#[CH:11]. No catalyst specified. The product is [Cl:21][C:20]1[C:14]2[O:13][C:12]([CH2:8][CH2:9][C:10]#[C:11][C:2]3[CH:7]=[CH:6][CH:5]=[CH:4][N:3]=3)=[N:16][C:15]=2[CH:17]=[CH:18][CH:19]=1. The yield is 0.440. (2) The reactants are Br[C:2]1[CH:3]=[C:4]([CH:9]=[CH:10][C:11]=1[C:12]([CH3:15])([CH3:14])[CH3:13])[C:5]([O:7][CH3:8])=[O:6].P([O-])([O-])([O-])=O.[K+].[K+].[K+].C1(P(C2CCCCC2)C2C=CC=CC=2[C:37]2[C:42]([O:43][CH3:44])=[CH:41][CH:40]=[CH:39][C:38]=2OC)CCCCC1.[OH2:53].[C:54]1(C)[CH:59]=CC=[CH:56][CH:55]=1. The catalyst is C1C=CC(/C=C/C(/C=C/C2C=CC=CC=2)=O)=CC=1.C1C=CC(/C=C/C(/C=C/C2C=CC=CC=2)=O)=CC=1.C1C=CC(/C=C/C(/C=C/C2C=CC=CC=2)=O)=CC=1.[Pd].[Pd]. The product is [CH2:59]([O:53][C:39]1[CH:40]=[CH:41][C:42]([O:43][CH3:44])=[CH:37][C:38]=1[C:2]1[C:11]([C:12]([CH3:15])([CH3:14])[CH3:13])=[CH:10][CH:9]=[C:4]([C:5]([O:7][CH3:8])=[O:6])[CH:3]=1)[CH2:54][CH2:55][CH3:56]. The yield is 0.390. (3) The reactants are [OH:1][C:2]([CH3:35])([CH3:34])[CH2:3][C@@:4]1([C:28]2[CH:33]=[CH:32][CH:31]=[CH:30][CH:29]=2)[O:9][C:8](=[O:10])[N:7]([C@H:11]([C:13]2[CH:18]=[CH:17][C:16](B3OC(C)(C)C(C)(C)O3)=[CH:15][CH:14]=2)[CH3:12])[CH2:6][CH2:5]1.Br[C:37]1[CH:38]=[CH:39][C:40](=[O:46])[N:41]([CH:43]([F:45])[F:44])[CH:42]=1.C([O-])([O-])=O.[Cs+].[Cs+].O. The catalyst is O1CCOCC1. The product is [F:44][CH:43]([F:45])[N:41]1[C:40](=[O:46])[CH:39]=[CH:38][C:37]([C:16]2[CH:15]=[CH:14][C:13]([C@@H:11]([N:7]3[CH2:6][CH2:5][C@:4]([CH2:3][C:2]([OH:1])([CH3:34])[CH3:35])([C:28]4[CH:33]=[CH:32][CH:31]=[CH:30][CH:29]=4)[O:9][C:8]3=[O:10])[CH3:12])=[CH:18][CH:17]=2)=[CH:42]1. The yield is 0.570. (4) The reactants are C([O:4][C@@H:5]1[CH2:9][C@H:8]([C:10]2[N:14]3[C:15]4[CH:21]=[CH:20][N:19](S(C5C=CC(C)=CC=5)(=O)=O)[C:16]=4[N:17]=[CH:18][C:13]3=[C:12](Br)[N:11]=2)[N:7]([C:33](=[O:35])[CH3:34])[CH2:6]1)(=O)C.[CH3:36][NH:37][C:38]1[CH:43]=[CH:42][C:41](B2OC(C)(C)C(C)(C)O2)=[CH:40][CH:39]=1.C([O-])([O-])=O.[K+].[K+].[OH-].[Na+]. The catalyst is O1CCOCC1.O.C1C=CC(P(C2C=CC=CC=2)[C-]2C=CC=C2)=CC=1.C1C=CC(P(C2C=CC=CC=2)[C-]2C=CC=C2)=CC=1.Cl[Pd]Cl.[Fe+2]. The product is [OH:4][C@H:5]1[CH2:6][N:7]([C:33](=[O:35])[CH3:34])[C@@H:8]([C:10]2[N:14]3[C:15]4[CH:21]=[CH:20][NH:19][C:16]=4[N:17]=[CH:18][C:13]3=[C:12]([C:41]3[CH:42]=[CH:43][C:38]([NH:37][CH3:36])=[CH:39][CH:40]=3)[N:11]=2)[CH2:9]1. The yield is 0.370. (5) The reactants are [CH2:1]([C:3]1[C:8]([C:9]#[N:10])=[C:7]([OH:11])[N:6]=[C:5]([CH3:12])[CH:4]=1)[CH3:2].N. The catalyst is CO.[Ni]. The product is [NH2:10][CH2:9][C:8]1[C:7]([OH:11])=[N:6][C:5]([CH3:12])=[CH:4][C:3]=1[CH2:1][CH3:2]. The yield is 0.879. (6) The reactants are C([NH:5][S:6]([C:9]1[S:10][C:11]([C:14]2[N:19]=[C:18]([C:20]3[CH:25]=[C:24]([C:26]4[CH:31]=[CH:30][C:29]([C:32]([F:35])([F:34])[F:33])=[CH:28][CH:27]=4)[CH:23]=[C:22]([CH3:36])[N:21]=3)[CH:17]=[CH:16][CH:15]=2)=[CH:12][CH:13]=1)(=[O:8])=[O:7])(C)(C)C.C(O)(C(F)(F)F)=O. No catalyst specified. The product is [CH3:36][C:22]1[N:21]=[C:20]([C:18]2[CH:17]=[CH:16][CH:15]=[C:14]([C:11]3[S:10][C:9]([S:6]([NH2:5])(=[O:8])=[O:7])=[CH:13][CH:12]=3)[N:19]=2)[CH:25]=[C:24]([C:26]2[CH:31]=[CH:30][C:29]([C:32]([F:34])([F:33])[F:35])=[CH:28][CH:27]=2)[CH:23]=1. The yield is 0.850. (7) The reactants are [Cl:1][C:2]1[N:3]=[CH:4][C:5]2[S:10][CH:9]=[C:8]([C:11]([OH:13])=O)[C:6]=2[N:7]=1.S(Cl)([Cl:16])=O. No catalyst specified. The product is [Cl:1][C:2]1[N:3]=[CH:4][C:5]2[S:10][CH:9]=[C:8]([C:11]([Cl:16])=[O:13])[C:6]=2[N:7]=1. The yield is 0.995. (8) The reactants are C([O:3][C:4]([C:6]1[O:10][N:9]=[C:8]([C:11]2[CH:16]=[CH:15][C:14]([O:17][CH2:18][C:19]3[CH:24]=[CH:23][CH:22]=[CH:21][C:20]=3[Cl:25])=[CH:13][N:12]=2)[CH:7]=1)=[O:5])C.Cl. The catalyst is [OH-].[K+].C1COCC1. The product is [Cl:25][C:20]1[CH:21]=[CH:22][CH:23]=[CH:24][C:19]=1[CH2:18][O:17][C:14]1[CH:15]=[CH:16][C:11]([C:8]2[CH:7]=[C:6]([C:4]([OH:5])=[O:3])[O:10][N:9]=2)=[N:12][CH:13]=1. The yield is 1.00.